Task: Predict the reactants needed to synthesize the given product.. Dataset: Full USPTO retrosynthesis dataset with 1.9M reactions from patents (1976-2016) (1) The reactants are: F[C:2]1[CH:3]=[C:4]([C:9]2[O:13][N:12]=[C:11]([C:14]([N:16]3[CH2:21][C@H:20]([CH2:22][CH:23]([CH3:25])[CH3:24])[NH:19][C:18](=[O:26])[C@@H:17]3[CH2:27][CH:28]([CH3:30])[CH3:29])=[O:15])[CH:10]=2)[CH:5]=[CH:6][C:7]=1F.C([C@@H]1NC[C@H](CC(C)C)NC1=O)C(C)C.[F:46][C:47]([F:64])([F:63])[O:48]C1C=C(C2ON=C(C(O)=O)C=2)C=CC=1. Given the product [CH2:27]([C@@H:17]1[N:16]([C:14]([C:11]2[CH:10]=[C:9]([C:4]3[CH:5]=[CH:6][CH:7]=[C:2]([O:48][C:47]([F:64])([F:63])[F:46])[CH:3]=3)[O:13][N:12]=2)=[O:15])[CH2:21][C@H:20]([CH2:22][CH:23]([CH3:24])[CH3:25])[NH:19][C:18]1=[O:26])[CH:28]([CH3:30])[CH3:29], predict the reactants needed to synthesize it. (2) Given the product [F:19][C:16]1[CH:17]=[CH:18][C:13]([C:10]([CH3:12])([CH3:11])[CH2:9][NH:8][C:6]2[CH:5]=[CH:4][CH:3]=[C:2]([CH:20]=[C:21]([CH3:26])[CH3:22])[N:7]=2)=[CH:14][CH:15]=1, predict the reactants needed to synthesize it. The reactants are: Br[C:2]1[N:7]=[C:6]([NH:8][CH2:9][C:10]([C:13]2[CH:18]=[CH:17][C:16]([F:19])=[CH:15][CH:14]=2)([CH3:12])[CH3:11])[CH:5]=[CH:4][CH:3]=1.[CH3:20][C:21]([CH3:26])=[CH:22]B(O)O.C(=O)([O-])[O-].[K+].[K+].O1CCOCC1. (3) Given the product [CH2:1]([O:3][C:4]([C:6]1[C:11]([NH:14][C:15]2[CH:16]=[N:17][CH:18]=[C:19]([CH3:21])[CH:20]=2)=[CH:10][CH:9]=[C:8]([CH3:13])[N:7]=1)=[O:5])[CH3:2], predict the reactants needed to synthesize it. The reactants are: [CH2:1]([O:3][C:4]([C:6]1[C:11](Br)=[CH:10][CH:9]=[C:8]([CH3:13])[N:7]=1)=[O:5])[CH3:2].[NH2:14][C:15]1[CH:16]=[N:17][CH:18]=[C:19]([CH3:21])[CH:20]=1. (4) The reactants are: Cl[C:2]1[N:7]2[N:8]=[CH:9][CH:10]=[C:6]2[N:5]=[C:4]([NH:11][C:12](=[O:23])[C:13]2[CH:18]=[CH:17][C:16]([C:19]([OH:22])([CH3:21])[CH3:20])=[CH:15][CH:14]=2)[CH:3]=1.[CH:24](/B(O)O)=[CH:25]\[C:26]1[CH:31]=[CH:30][CH:29]=[CH:28][CH:27]=1.O1CCOCC1. Given the product [OH:22][C:19]([C:16]1[CH:17]=[CH:18][C:13]([C:12]([NH:11][C:4]2[CH:3]=[C:2](/[CH:24]=[CH:25]/[C:26]3[CH:31]=[CH:30][CH:29]=[CH:28][CH:27]=3)[N:7]3[N:8]=[CH:9][CH:10]=[C:6]3[N:5]=2)=[O:23])=[CH:14][CH:15]=1)([CH3:21])[CH3:20], predict the reactants needed to synthesize it. (5) Given the product [CH:1]([N:4]1[C:8]([C@H:9]2[CH2:13][O:12][CH2:11][C@H:10]2[C:14]([O:16][CH2:17][CH3:18])=[O:15])=[CH:7][CH:6]=[N:5]1)([CH3:3])[CH3:2], predict the reactants needed to synthesize it. The reactants are: [CH:1]([N:4]1[C:8]([C:9]2[CH2:13][O:12][CH2:11][C:10]=2[C:14]([O:16][CH2:17][CH3:18])=[O:15])=[CH:7][CH:6]=[N:5]1)([CH3:3])[CH3:2]. (6) Given the product [CH2:1]([C:8]1[CH:17]=[C:16]2[C:11]([C:12]([OH:35])=[C:13]([C:30]([NH:36][CH2:37][C:38]3[CH:43]=[CH:42][N:41]=[CH:40][CH:39]=3)=[O:32])[C:14](=[O:29])[N:15]2[CH2:18][C:19]2[CH:24]=[CH:23][C:22]([S:25]([CH3:28])(=[O:27])=[O:26])=[CH:21][CH:20]=2)=[N:10][CH:9]=1)[C:2]1[CH:7]=[CH:6][CH:5]=[CH:4][CH:3]=1, predict the reactants needed to synthesize it. The reactants are: [CH2:1]([C:8]1[CH:17]=[C:16]2[C:11]([C:12]([OH:35])=[C:13]([C:30]([O:32]CC)=O)[C:14](=[O:29])[N:15]2[CH2:18][C:19]2[CH:24]=[CH:23][C:22]([S:25]([CH3:28])(=[O:27])=[O:26])=[CH:21][CH:20]=2)=[N:10][CH:9]=1)[C:2]1[CH:7]=[CH:6][CH:5]=[CH:4][CH:3]=1.[NH2:36][CH2:37][C:38]1[CH:43]=[CH:42][N:41]=[CH:40][CH:39]=1. (7) The reactants are: [F:1][C:2]([F:16])([F:15])[O:3][C:4]1[CH:5]=[C:6]2[C:11](=[CH:12][CH:13]=1)[NH:10][CH:9]=[CH:8][C:7]2=O.[OH-].[Na+].O=P(Cl)(Cl)[Cl:21]. Given the product [Cl:21][C:7]1[C:6]2[C:11](=[CH:12][CH:13]=[C:4]([O:3][C:2]([F:16])([F:15])[F:1])[CH:5]=2)[N:10]=[CH:9][CH:8]=1, predict the reactants needed to synthesize it. (8) Given the product [CH2:6]([N:13]([CH2:27][C:28]1[CH:33]=[CH:32][CH:31]=[CH:30][CH:29]=1)[C@H:14]1[C@H:18]([OH:19])[CH2:17][N:16]([C:20]([O:22][C:23]([CH3:26])([CH3:25])[CH3:24])=[O:21])[CH2:15]1)[C:7]1[CH:8]=[CH:9][CH:10]=[CH:11][CH:12]=1, predict the reactants needed to synthesize it. The reactants are: CN(C)C=O.[CH2:6]([NH:13][C@H:14]1[C@H:18]([OH:19])[CH2:17][N:16]([C:20]([O:22][C:23]([CH3:26])([CH3:25])[CH3:24])=[O:21])[CH2:15]1)[C:7]1[CH:12]=[CH:11][CH:10]=[CH:9][CH:8]=1.[CH2:27](Br)[C:28]1[CH:33]=[CH:32][CH:31]=[CH:30][CH:29]=1.C(=O)([O-])[O-].[K+].[K+]. (9) Given the product [C:9]([N:8]([C:5]1[CH:4]=[CH:3][C:2]([Cl:1])=[CH:7][CH:6]=1)[C@H:12]1[C:21]2[C:16](=[CH:17][CH:18]=[CH:19][CH:20]=2)[N:15]([C:22]([C:23]2[CH:28]=[CH:27][C:26]([F:29])=[C:25]([CH:24]=2)[O:30][CH2:40][CH2:41][C:42]([CH3:48])([CH3:47])[C:43]([O:45][CH3:46])=[O:44])=[O:31])[C@@H:14]([CH3:32])[CH2:13]1)(=[O:11])[CH3:10], predict the reactants needed to synthesize it. The reactants are: [Cl:1][C:2]1[CH:7]=[CH:6][C:5]([N:8]([C@H:12]2[C:21]3[C:16](=[CH:17][CH:18]=[CH:19][CH:20]=3)[N:15]([C:22](=[O:31])[C:23]3[CH:28]=[CH:27][C:26]([F:29])=[C:25]([OH:30])[CH:24]=3)[C@@H:14]([CH3:32])[CH2:13]2)[C:9](=[O:11])[CH3:10])=[CH:4][CH:3]=1.C([O-])([O-])=O.[Cs+].[Cs+].Br[CH2:40][CH2:41][C:42]([CH3:48])([CH3:47])[C:43]([O:45][CH3:46])=[O:44]. (10) Given the product [Br:18][C:19]1[CH:24]=[CH:23][C:22]([CH:25]2[NH:26][C:27](=[O:28])[N:9]([C:5]3[CH:6]=[CH:7][CH:8]=[C:3]([C:2]([F:16])([F:17])[F:1])[CH:4]=3)[C:10]3[CH2:14][CH2:13][C:12](=[O:15])[C:11]2=3)=[C:21]([S:30]([CH3:33])(=[O:32])=[O:31])[CH:20]=1, predict the reactants needed to synthesize it. The reactants are: [F:1][C:2]([F:17])([F:16])[C:3]1[CH:4]=[C:5]([NH:9][C:10]2[CH2:14][CH2:13][C:12](=[O:15])[CH:11]=2)[CH:6]=[CH:7][CH:8]=1.[Br:18][C:19]1[CH:24]=[CH:23][C:22]([CH:25](Cl)[N:26]=[C:27]=[O:28])=[C:21]([S:30]([CH3:33])(=[O:32])=[O:31])[CH:20]=1.